From a dataset of Forward reaction prediction with 1.9M reactions from USPTO patents (1976-2016). Predict the product of the given reaction. Given the reactants [O:1]=[CH:2][CH2:3][C:4]#[N:5].[F:6][C:7]([F:18])([F:17])[C:8]1[C:13]([C:14](O)=O)=[CH:12][N:11]=[CH:10][CH:9]=1.CN(C(O[N:27]1N=[N:34][C:29]2C=[CH:31][CH:32]=[N:33][C:28]1=2)=[N+](C)C)C.F[P-](F)(F)(F)(F)F.CCN(C(C)C)C(C)C.COC1C=CC(P2(SP(C3C=CC(OC)=CC=3)(=S)S2)=S)=CC=1.[OH-].[Na+].[C:76]([CH2:78][C:79](O)=O)#[N:77], predict the reaction product. The product is: [C:14]1([C@@H:13]2[C@H:8]([C:7]([F:18])([F:17])[F:6])[CH2:9][CH2:10][N:11]([C:2](=[O:1])[CH2:3][C:4]#[N:5])[CH2:12]2)[N:34]2[C:29]3[CH:31]=[CH:32][NH:33][C:28]=3[N:27]=[CH:79][C:78]2=[CH:76][N:77]=1.[C:14]1([C@H:13]2[C@@H:8]([C:7]([F:18])([F:17])[F:6])[CH2:9][CH2:10][N:11]([C:2](=[O:1])[CH2:3][C:4]#[N:5])[CH2:12]2)[N:34]2[C:29]3[CH:31]=[CH:32][NH:33][C:28]=3[N:27]=[CH:79][C:78]2=[CH:76][N:77]=1.